Dataset: Forward reaction prediction with 1.9M reactions from USPTO patents (1976-2016). Task: Predict the product of the given reaction. (1) Given the reactants [N+:1]([C:4]1[CH:9]=[CH:8][CH:7]=[CH:6][C:5]=1[NH:10][CH2:11][CH2:12][C:13]([OH:15])=O)([O-:3])=[O:2].[CH3:16][NH:17][CH2:18][C:19]1[CH:24]=[CH:23][CH:22]=[CH:21][CH:20]=1.C(N(C(C)C)CC)(C)C, predict the reaction product. The product is: [CH2:18]([N:17]([CH3:16])[C:13](=[O:15])[CH2:12][CH2:11][NH:10][C:5]1[CH:6]=[CH:7][CH:8]=[CH:9][C:4]=1[N+:1]([O-:3])=[O:2])[C:19]1[CH:24]=[CH:23][CH:22]=[CH:21][CH:20]=1. (2) Given the reactants [CH2:1]([N:4]([CH2:25][CH2:26][CH3:27])[C:5]([C:7]1[CH:8]=[C:9]([CH:13]=[C:14]([C:16]2[N:17]([CH2:21][O:22][CH2:23][CH3:24])[CH:18]=[CH:19][N:20]=2)[CH:15]=1)[C:10]([OH:12])=O)=[O:6])[CH2:2][CH3:3].C(N(C(C)C)CC)(C)C.CN(C(ON1N=NC2C=CC=CC1=2)=[N+](C)C)C.F[P-](F)(F)(F)(F)F.[NH2:61][C@@H:62]([CH2:76][C:77]1[CH:82]=[C:81]([F:83])[CH:80]=[C:79]([F:84])[CH:78]=1)[C@H:63]([OH:75])[CH2:64][NH:65][CH2:66][C:67]1[CH:72]=[CH:71][CH:70]=[C:69]([CH2:73][CH3:74])[CH:68]=1, predict the reaction product. The product is: [F:83][C:81]1[CH:82]=[C:77]([CH:78]=[C:79]([F:84])[CH:80]=1)[CH2:76][C@H:62]([NH:61][C:10](=[O:12])[C:9]1[CH:13]=[C:14]([C:16]2[N:17]([CH2:21][O:22][CH2:23][CH3:24])[CH:18]=[CH:19][N:20]=2)[CH:15]=[C:7]([C:5]([N:4]([CH2:25][CH2:26][CH3:27])[CH2:1][CH2:2][CH3:3])=[O:6])[CH:8]=1)[C@H:63]([OH:75])[CH2:64][NH:65][CH2:66][C:67]1[CH:72]=[CH:71][CH:70]=[C:69]([CH2:73][CH3:74])[CH:68]=1. (3) The product is: [C:1]([O:9][CH:10]([CH:18]1[CH2:23][CH2:22][CH2:21][CH2:20][CH2:19]1)[CH:11]1[CH2:16][CH2:15][C:14](=[O:17])[CH2:13][CH2:12]1)(=[O:8])[C:2]1[CH:7]=[CH:6][CH:5]=[CH:4][CH:3]=1. Given the reactants [C:1]([O:9][CH:10]([CH:18]1[CH2:23][CH2:22][CH2:21][CH2:20][CH2:19]1)[CH:11]1[CH2:16][CH2:15][CH:14]([OH:17])[CH2:13][CH2:12]1)(=[O:8])[C:2]1[CH:7]=[CH:6][CH:5]=[CH:4][CH:3]=1.CC(OI1(OC(C)=O)(OC(C)=O)OC(=O)C2C=CC=CC1=2)=O, predict the reaction product. (4) Given the reactants [Cl:1][C:2]1[C:3]([CH3:33])=[C:4]([N:8]([S:23]([C:26]2[CH:31]=[CH:30][C:29]([CH3:32])=[CH:28][CH:27]=2)(=[O:25])=[O:24])[CH2:9][C:10]([NH:12][CH2:13][C:14]2[CH:22]=[CH:21][C:17]([C:18]([OH:20])=O)=[CH:16][CH:15]=2)=[O:11])[CH:5]=[CH:6][CH:7]=1.[Cl-].[NH4+].C1C=CC2N(O)N=[N:42]C=2C=1.CCN=C=NCCCN(C)C, predict the reaction product. The product is: [Cl:1][C:2]1[C:3]([CH3:33])=[C:4]([N:8]([S:23]([C:26]2[CH:31]=[CH:30][C:29]([CH3:32])=[CH:28][CH:27]=2)(=[O:24])=[O:25])[CH2:9][C:10]([NH:12][CH2:13][C:14]2[CH:15]=[CH:16][C:17]([C:18]([NH2:42])=[O:20])=[CH:21][CH:22]=2)=[O:11])[CH:5]=[CH:6][CH:7]=1. (5) The product is: [Cl:1][C:2]1[C:3]([C:9]2[CH:14]=[CH:13][CH:12]=[C:11]([NH:15][CH2:16][CH:17]3[CH2:22][CH2:21][O:20][C:19]([CH3:24])([CH3:23])[CH2:18]3)[N:10]=2)=[CH:4][C:5]([NH2:8])=[N:6][CH:7]=1. Given the reactants [Cl:1][C:2]1[C:3]([C:9]2[CH:14]=[CH:13][CH:12]=[C:11]([NH:15][CH2:16][C@@H:17]3[CH2:22][CH2:21][O:20][C:19]([CH3:24])([CH3:23])[CH2:18]3)[N:10]=2)=[CH:4][C:5]([NH2:8])=[N:6][CH:7]=1.ClC1C(C2C=CC=C(NC[C@H]3CCOC(C)(C)C3)N=2)=CC(N)=NC=1, predict the reaction product. (6) Given the reactants N1C2C(=CC=CC=2S(Cl)(=O)=O)C=CC=1.Cl.N1CCC([N:22]2[C:27]3[CH:28]=[CH:29][CH:30]=[CH:31][C:26]=3[CH2:25][O:24][C:23]2=[O:32])CC1.C(N(C(C)C)CC)(C)C, predict the reaction product. The product is: [NH:22]1[C:27]2[CH:28]=[CH:29][CH:30]=[CH:31][C:26]=2[CH2:25][O:24][C:23]1=[O:32]. (7) Given the reactants [CH2:1]([O:3][C:4](=[O:27])[CH2:5][C:6]1[CH:11]=[CH:10][C:9]([O:12][CH3:13])=[C:8]([O:14][C:15]2[CH:20]=[CH:19][C:18]([C:21]([F:24])([F:23])[F:22])=[CH:17][C:16]=2[CH2:25]Br)[CH:7]=1)[CH3:2].Cl[C:29]1[CH:34]=[CH:33][C:32]([C@@H:35]2[O:39][C:38](=[O:40])[NH:37][C@@H:36]2[CH3:41])=[CH:31][CH:30]=1, predict the reaction product. The product is: [CH2:1]([O:3][C:4](=[O:27])[CH2:5][C:6]1[CH:11]=[CH:10][C:9]([O:12][CH3:13])=[C:8]([O:14][C:15]2[CH:20]=[CH:19][C:18]([C:21]([F:24])([F:23])[F:22])=[CH:17][C:16]=2[CH2:25][N:37]2[C@H:36]([CH3:41])[C@H:35]([C:32]3[CH:33]=[CH:34][CH:29]=[CH:30][CH:31]=3)[O:39][C:38]2=[O:40])[CH:7]=1)[CH3:2]. (8) Given the reactants [C:1]1(=[O:11])[NH:5][C:4](=[O:6])[C:3]2=[CH:7][CH:8]=[CH:9][CH:10]=[C:2]12.[K].Cl[CH2:14][C:15]([O:21][CH3:22])=[CH:16][C:17]([O:19][CH3:20])=[O:18].O, predict the reaction product. The product is: [O:6]=[C:4]1[C:3]2[C:2](=[CH:10][CH:9]=[CH:8][CH:7]=2)[C:1](=[O:11])[N:5]1[CH2:14]/[C:15](/[O:21][CH3:22])=[CH:16]/[C:17]([O:19][CH3:20])=[O:18]. (9) Given the reactants [NH2:1][C:2]1[C:3]([S:15]([F:20])([F:19])([F:18])([F:17])[F:16])=[CH:4][C:5]([CH3:14])=[C:6]([CH:13]=1)[C:7]([N:9]([O:11][CH3:12])[CH3:10])=[O:8].C(N(CC)CC)C.[C:28](Cl)(=[O:30])[CH3:29].C(=O)([O-])O.[Na+], predict the reaction product. The product is: [C:28]([NH:1][C:2]1[C:3]([S:15]([F:20])([F:16])([F:17])([F:18])[F:19])=[CH:4][C:5]([CH3:14])=[C:6]([CH:13]=1)[C:7]([N:9]([O:11][CH3:12])[CH3:10])=[O:8])(=[O:30])[CH3:29]. (10) Given the reactants [NH2:1][CH2:2][CH2:3][CH2:4][N:5]1[C:13]2[C:8](=[CH:9][C:10]([CH3:14])=[CH:11][CH:12]=2)[C:7]2([O:19]CCCO2)[C:6]1=O.N, predict the reaction product. The product is: [CH3:14][C:10]1[CH:11]=[CH:12][C:13]2[N:5]3[CH2:4][CH2:3][CH2:2][N:1]=[C:6]3[C:7](=[O:19])[C:8]=2[CH:9]=1.